This data is from Forward reaction prediction with 1.9M reactions from USPTO patents (1976-2016). The task is: Predict the product of the given reaction. (1) Given the reactants N1C=CC=CC=1.[NH2:7][C:8]1[C:9]([C:19]([O:21][CH2:22][CH3:23])=[O:20])=[N:10][C:11]2[C:16]([CH:17]=1)=[CH:15][CH:14]=[C:13]([Br:18])[CH:12]=2.Cl[C:25]([O:27][CH2:28][C:29]1[CH:34]=[CH:33][CH:32]=[CH:31][CH:30]=1)=[O:26], predict the reaction product. The product is: [CH2:28]([O:27][C:25]([NH:7][C:8]1[C:9]([C:19]([O:21][CH2:22][CH3:23])=[O:20])=[N:10][C:11]2[C:16]([CH:17]=1)=[CH:15][CH:14]=[C:13]([Br:18])[CH:12]=2)=[O:26])[C:29]1[CH:34]=[CH:33][CH:32]=[CH:31][CH:30]=1. (2) Given the reactants C(OC1C=CC(C=O)=CC=1)(C)C.Br[C:14]1[CH2:18][CH2:17][O:16][N:15]=1.COC(=O)[C:22]1[CH:27]=[CH:26][C:25]([OH:28])=[CH:24][N:23]=1, predict the reaction product. The product is: [N:23]1[CH:22]=[CH:27][CH:26]=[C:25]([O:28][C:14]2[CH2:18][CH2:17][O:16][N:15]=2)[CH:24]=1. (3) Given the reactants [O:1]1[C:5]([C:6]2[C:14]3[C:9](=[CH:10][CH:11]=[C:12]([C:15]#[N:16])[CH:13]=3)[N:8](C3CCCCO3)[N:7]=2)=[CH:4][C:3]2[CH:23]=[CH:24][CH:25]=[CH:26][C:2]1=2.Cl, predict the reaction product. The product is: [O:1]1[C:5]([C:6]2[C:14]3[C:9](=[CH:10][CH:11]=[C:12]([C:15]#[N:16])[CH:13]=3)[NH:8][N:7]=2)=[CH:4][C:3]2[CH:23]=[CH:24][CH:25]=[CH:26][C:2]1=2. (4) Given the reactants [CH3:1][C:2]1([CH3:17])[C:10]2[C:5](=[CH:6][C:7]([N:11]3[CH2:16][CH2:15][O:14][CH2:13][CH2:12]3)=[CH:8][CH:9]=2)[NH:4][CH2:3]1.[Cl:18][C:19]1[CH:32]=[C:31]2[C:22]([N:23]=[C:24]3[C:29](=[C:30]2Cl)[CH2:28][CH2:27][CH2:26][CH2:25]3)=[CH:21][CH:20]=1.C(=O)([O-])[O-].[Cs+].[Cs+].C1C=CC(P(C2C(C3C(P(C4C=CC=CC=4)C4C=CC=CC=4)=CC=C4C=3C=CC=C4)=C3C(C=CC=C3)=CC=2)C2C=CC=CC=2)=CC=1, predict the reaction product. The product is: [Cl:18][C:19]1[CH:32]=[C:31]2[C:22]([N:23]=[C:24]3[C:29](=[C:30]2[N:4]2[C:5]4[C:10](=[CH:9][CH:8]=[C:7]([N:11]5[CH2:16][CH2:15][O:14][CH2:13][CH2:12]5)[CH:6]=4)[C:2]([CH3:17])([CH3:1])[CH2:3]2)[CH2:28][CH2:27][CH2:26][CH2:25]3)=[CH:21][CH:20]=1. (5) Given the reactants [C:1]([C:3]1[CH:8]=[CH:7][C:6]([CH:9]2[CH2:14][CH2:13][N:12]([C:15]([C:17]3[CH:18]=[CH:19][C:20]([CH3:31])=[C:21]([NH:23][C:24]([N:26]4[CH:30]=[CH:29][N:28]=[CH:27]4)=[S:25])[CH:22]=3)=[O:16])[CH2:11][CH2:10]2)=[CH:5][CH:4]=1)#[N:2].[N:32]1C=CC(N)=[C:34](N)[CH:33]=1, predict the reaction product. The product is: [NH2:32][C:33]1[CH:34]=[CH:27][N:28]=[CH:29][C:30]=1[NH:26][C:24]([NH:23][C:21]1[CH:22]=[C:17]([C:15]([N:12]2[CH2:13][CH2:14][CH:9]([C:6]3[CH:7]=[CH:8][C:3]([C:1]#[N:2])=[CH:4][CH:5]=3)[CH2:10][CH2:11]2)=[O:16])[CH:18]=[CH:19][C:20]=1[CH3:31])=[S:25].